From a dataset of Reaction yield outcomes from USPTO patents with 853,638 reactions. Predict the reaction yield, written as a fraction of the theoretical maximum amount of product (1.0 means a 100% yield; for example, 0.34 means a 34% yield). (1) The reactants are [F:1][CH2:2][CH2:3][CH2:4][O:5][C:6]1[CH:14]=[C:13]2[C:9]([CH2:10][C:11]3([CH2:20][CH2:19][CH:18]([O:21][CH3:22])[CH2:17][CH2:16]3)[C:12]2=[NH:15])=[CH:8][CH:7]=1.C(OC)(OC)OC.CC(O)C.O=[C:35]([CH3:39])[C:36](=[S:38])[NH2:37]. The catalyst is CO.CCCCCCC.CCOC(C)=O. The product is [F:1][CH2:2][CH2:3][CH2:4][O:5][C:6]1[CH:14]=[C:13]2[C:9]([CH2:10][C:11]3([C:12]42[NH:37][C:36](=[S:38])[C:35]([CH3:39])=[N:15]4)[CH2:16][CH2:17][CH:18]([O:21][CH3:22])[CH2:19][CH2:20]3)=[CH:8][CH:7]=1. The yield is 0.640. (2) The reactants are BrC1C=CC(O)=CC=1C(C)C.C(O[C:15](=O)[C:16]1[CH:21]=[CH:20][C:19](O)=[CH:18][C:17]=1[F:23])C.[C:25]([C:29]1[CH:34]=[C:33]([C:35]#[CH:36])[CH:32]=[C:31]([C:37]([CH3:40])([CH3:39])[CH3:38])[C:30]=1[O:41][CH3:42])([CH3:28])([CH3:27])[CH3:26].[C:43]([O:46][C:47]1C=CC(I)=C(C)C=1F)(=[O:45])C. The catalyst is CCCCCC.[Cu]I.Cl[Pd](Cl)([P](C1C=CC=CC=1)(C1C=CC=CC=1)C1C=CC=CC=1)[P](C1C=CC=CC=1)(C1C=CC=CC=1)C1C=CC=CC=1.C(OCC)(=O)C.O1CCCC1.C(N(CC)CC)C. The product is [CH3:47][O:46][C:43](=[O:45])[CH2:15][C:16]1[CH:21]=[CH:20][C:19]([C:36]#[C:35][C:33]2[CH:34]=[C:29]([C:25]([CH3:28])([CH3:26])[CH3:27])[C:30]([O:41][CH3:42])=[C:31]([C:37]([CH3:40])([CH3:39])[CH3:38])[CH:32]=2)=[CH:18][C:17]=1[F:23]. The yield is 0.890. (3) The reactants are [CH3:1][Si:2]([CH3:15])([CH3:14])[CH2:3][CH2:4][O:5][CH2:6][N:7]1[CH:11]=[C:10]([C:12]#[N:13])[N:9]=[CH:8]1.[Br:16]N1C(=O)CCC1=O.N(C(C)(C)C#N)=NC(C)(C)C#N. The catalyst is C(Cl)(Cl)(Cl)Cl.CCOC(C)=O. The product is [Br:16][C:8]1[N:7]([CH2:6][O:5][CH2:4][CH2:3][Si:2]([CH3:15])([CH3:14])[CH3:1])[CH:11]=[C:10]([C:12]#[N:13])[N:9]=1. The yield is 0.770.